Dataset: Forward reaction prediction with 1.9M reactions from USPTO patents (1976-2016). Task: Predict the product of the given reaction. (1) Given the reactants [C:1]([C:3]1[C:12]2[C:7](=[CH:8][CH:9]=[C:10]([O:13][C:14]3[CH:19]=[CH:18][CH:17]=[CH:16][CH:15]=3)[CH:11]=2)[C:6]([OH:20])=[C:5]([C:21](OC)=[O:22])[N:4]=1)#[N:2].[NH2:25][C@H:26]([C:31]1[CH:36]=[CH:35][CH:34]=[CH:33][CH:32]=1)[CH2:27][C:28]([OH:30])=[O:29].C[O-].[Na+], predict the reaction product. The product is: [C:1]([C:3]1[C:12]2[C:7](=[CH:8][CH:9]=[C:10]([O:13][C:14]3[CH:19]=[CH:18][CH:17]=[CH:16][CH:15]=3)[CH:11]=2)[C:6]([OH:20])=[C:5]([C:21]([NH:25][C@H:26]([C:31]2[CH:36]=[CH:35][CH:34]=[CH:33][CH:32]=2)[CH2:27][C:28]([OH:30])=[O:29])=[O:22])[N:4]=1)#[N:2]. (2) The product is: [F:1][C:2]1[CH:7]=[CH:6][C:5]([CH2:8][O:9][C:10]2[CH:19]=[CH:18][C:17]([C:20]3[CH:24]=[N:23][N:22]([CH2:28][CH2:27][O:26][CH3:25])[CH:21]=3)=[CH:16][C:11]=2[C:12]([O:14][CH3:15])=[O:13])=[CH:4][CH:3]=1. Given the reactants [F:1][C:2]1[CH:7]=[CH:6][C:5]([CH2:8][O:9][C:10]2[CH:19]=[CH:18][C:17]([C:20]3[CH:21]=[N:22][NH:23][CH:24]=3)=[CH:16][C:11]=2[C:12]([O:14][CH3:15])=[O:13])=[CH:4][CH:3]=1.[CH3:25][O:26][CH2:27][CH2:28]Br.C(=O)([O-])[O-].[K+].[K+], predict the reaction product. (3) Given the reactants [NH:1]1[CH2:6][CH2:5][CH:4]([NH:7][C:8](=[O:14])[O:9][C:10]([CH3:13])([CH3:12])[CH3:11])[CH2:3][CH2:2]1.[F:15][C:16]([F:22])([F:21])[CH2:17][C:18](Cl)=[O:19], predict the reaction product. The product is: [F:15][C:16]([F:22])([F:21])[CH2:17][C:18]([N:1]1[CH2:2][CH2:3][CH:4]([NH:7][C:8](=[O:14])[O:9][C:10]([CH3:11])([CH3:13])[CH3:12])[CH2:5][CH2:6]1)=[O:19]. (4) The product is: [C:9]([O:11][C@@H:10]([C@H:12]([C@@H:14]([C@@H:16]([CH2:18][O:19][C:5](=[O:7])[CH3:6])[O:17][C:24](=[O:23])[CH3:25])[O:15][C:16](=[O:17])[CH3:18])[O:13][C:12](=[O:13])[CH3:14])[CH:9]=[O:8])(=[O:8])[CH3:10]. Given the reactants C(O[C:5](=[O:7])[CH3:6])(=O)C.[O:8]=[CH:9][C@H:10]([C@H:12]([C@@H:14]([C@@H:16]([CH2:18][OH:19])[OH:17])[OH:15])[OH:13])[OH:11].C([O:23][CH2:24][CH3:25])(=O)C, predict the reaction product. (5) Given the reactants [H-].[H-].[H-].[H-].[Li+].[Al+3].[CH2:7]([N:14]1[CH2:34][CH2:33][C:18]2=[C:19]([C:26](=[O:32])[C:27](OCC)=[O:28])[C:20]3[CH:21]=[CH:22][CH:23]=[CH:24][C:25]=3[N:17]2[CH2:16][CH2:15]1)[C:8]1[CH:13]=[CH:12][CH:11]=[CH:10][CH:9]=1, predict the reaction product. The product is: [CH2:7]([N:14]1[CH2:34][CH2:33][C:18]2=[C:19]([CH:26]([OH:32])[CH2:27][OH:28])[C:20]3[CH:21]=[CH:22][CH:23]=[CH:24][C:25]=3[N:17]2[CH2:16][CH2:15]1)[C:8]1[CH:9]=[CH:10][CH:11]=[CH:12][CH:13]=1. (6) The product is: [Cl:1][C:2]1[CH:7]=[CH:6][C:5]([N:8]2[CH2:13][CH2:12][CH:11]([CH:14]([NH:27][C:30](=[O:32])[CH3:31])[CH2:15][N:16]3[C:20]([CH3:21])=[C:19]([Cl:22])[C:18]([C:23]([F:25])([F:26])[F:24])=[N:17]3)[CH2:10][CH2:9]2)=[CH:4][C:3]=1[O:28][CH3:29]. Given the reactants [Cl:1][C:2]1[CH:7]=[CH:6][C:5]([N:8]2[CH2:13][CH2:12][CH:11]([CH:14]([NH2:27])[CH2:15][N:16]3[C:20]([CH3:21])=[C:19]([Cl:22])[C:18]([C:23]([F:26])([F:25])[F:24])=[N:17]3)[CH2:10][CH2:9]2)=[CH:4][C:3]=1[O:28][CH3:29].[C:30](OC(=O)C)(=[O:32])[CH3:31], predict the reaction product. (7) Given the reactants Cl[C:2]1[N:7]=[CH:6][N:5]=[C:4]([NH:8][C:9]2[CH:14]=[CH:13][CH:12]=[C:11]([CH2:15][S:16]([CH3:19])(=[O:18])=[O:17])[CH:10]=2)[N:3]=1.[O:20]1[C:25]2[CH:26]=[CH:27][CH:28]=[C:29](B(O)O)[C:24]=2[O:23][CH2:22][CH2:21]1, predict the reaction product. The product is: [O:20]1[C:25]2[CH:26]=[CH:27][CH:28]=[C:29]([C:2]3[N:7]=[CH:6][N:5]=[C:4]([NH:8][C:9]4[CH:14]=[CH:13][CH:12]=[C:11]([CH2:15][S:16]([CH3:19])(=[O:18])=[O:17])[CH:10]=4)[N:3]=3)[C:24]=2[O:23][CH2:22][CH2:21]1.